This data is from HIV replication inhibition screening data with 41,000+ compounds from the AIDS Antiviral Screen. The task is: Binary Classification. Given a drug SMILES string, predict its activity (active/inactive) in a high-throughput screening assay against a specified biological target. (1) The drug is Clc1nc(Nc2nc3ccccc3[nH]2)nc(Cl)c1Cc1ccccc1. The result is 0 (inactive). (2) The molecule is CC1CC(C)CC(NC2=NCCO2)C1. The result is 0 (inactive). (3) The drug is CN(C)C1C(O)=C(C(=O)NCNC(CCS(C)=O)C(=O)O)C(=O)C2(O)C(O)=C3C(=O)c4c(O)cccc4C(C)(O)C3CC12. The result is 0 (inactive). (4) The compound is CC(C)Cn1c(N)c(N=O)c(=O)n(C)c1=O. The result is 0 (inactive). (5) The molecule is O=C(NCCCn1ccnc1[N+](=O)[O-])C(=O)NCCCn1ccnc1[N+](=O)[O-]. The result is 0 (inactive). (6) The compound is C(=Cc1ccnc2ccccc12)c1ccc2c(c1)OCO2. The result is 0 (inactive). (7) The molecule is COC1CCC(=O)N1CCC=C(Br)[Si](C)(C)C. The result is 0 (inactive).